This data is from Catalyst prediction with 721,799 reactions and 888 catalyst types from USPTO. The task is: Predict which catalyst facilitates the given reaction. (1) Reactant: [F:1][C:2]1[N:7]=[C:6]([CH2:8][N:9]2[CH:13]=[CH:12][C:11]([NH2:14])=[N:10]2)[CH:5]=[CH:4][CH:3]=1.C(=O)(O)[O-].[Na+].[C:20](Cl)(Cl)=[S:21]. Product: [F:1][C:2]1[CH:3]=[CH:4][CH:5]=[C:6]([CH2:8][N:9]2[CH:13]=[CH:12][C:11]([N:14]=[C:20]=[S:21])=[N:10]2)[N:7]=1. The catalyst class is: 2. (2) Reactant: C(NC(C)C)(C)C.C([Li])CCC.[CH:13]([CH:16]1[CH2:21][CH2:20][O:19][C:17]1=[O:18])([CH3:15])[CH3:14].[CH3:22][O:23][CH2:24]Cl. Product: [CH:13]([C:16]1([CH2:22][O:23][CH3:24])[CH2:21][CH2:20][O:19][C:17]1=[O:18])([CH3:15])[CH3:14]. The catalyst class is: 1.